This data is from Peptide-MHC class II binding affinity with 134,281 pairs from IEDB. The task is: Regression. Given a peptide amino acid sequence and an MHC pseudo amino acid sequence, predict their binding affinity value. This is MHC class II binding data. (1) The peptide sequence is RFFLPIFSEFVLLAT. The MHC is H-2-IAb with pseudo-sequence H-2-IAb. The binding affinity (normalized) is 0.439. (2) The peptide sequence is AFKVAATAANNAPAN. The MHC is DRB1_1001 with pseudo-sequence DRB1_1001. The binding affinity (normalized) is 0.912. (3) The peptide sequence is LMSTRRVLEREQIPT. The MHC is DRB1_0301 with pseudo-sequence DRB1_0301. The binding affinity (normalized) is 0.379. (4) The peptide sequence is GLRTLWSPRERLVLT. The MHC is DRB1_0801 with pseudo-sequence DRB1_0801. The binding affinity (normalized) is 0.695. (5) The peptide sequence is AQLHVGAKQENWNTS. The MHC is DRB1_0701 with pseudo-sequence DRB1_0701. The binding affinity (normalized) is 0.0202. (6) The peptide sequence is VAAFTEALRIIAGVL. The MHC is HLA-DPA10201-DPB10101 with pseudo-sequence HLA-DPA10201-DPB10101. The binding affinity (normalized) is 0.323. (7) The peptide sequence is MSGRKAQGKTLGVNM. The MHC is DRB1_0404 with pseudo-sequence DRB1_0404. The binding affinity (normalized) is 0.